Dataset: Retrosynthesis with 50K atom-mapped reactions and 10 reaction types from USPTO. Task: Predict the reactants needed to synthesize the given product. Given the product CCOC(=O)c1ccc2c(n1)CCCC2N(CCc1cc(F)ccc1OCc1ccc(-c2nc3cc(Cl)ccc3o2)cc1)C(=O)OC(C)(C)C, predict the reactants needed to synthesize it. The reactants are: CCOC(=O)c1ccc2c(n1)CCCC2N(CCc1cc(F)ccc1O)C(=O)OC(C)(C)C.ClCc1ccc(-c2nc3cc(Cl)ccc3o2)cc1.